From a dataset of Full USPTO retrosynthesis dataset with 1.9M reactions from patents (1976-2016). Predict the reactants needed to synthesize the given product. (1) Given the product [C:12]([O:15][C:16]1[CH:21]=[CH:20][C:19]([N:22]2[C:7]([CH3:6])=[C:2]([CH3:1])[C:3]([CH3:4])=[N:23]2)=[C:18]([OH:24])[CH:17]=1)(=[O:14])[CH3:13], predict the reactants needed to synthesize it. The reactants are: [CH3:1][C:2]1[CH:7]=[CH:6]C(S(O)(=O)=O)=[CH:4][CH:3]=1.[C:12]([O:15][C:16]1[CH:21]=[CH:20][C:19]([NH:22][NH2:23])=[C:18]([OH:24])[CH:17]=1)(=[O:14])[CH3:13].C(OC1C=CC(N)=C(O)C=1)(=O)C.CC(C(=O)C)C(=O)C. (2) Given the product [OH:49][C@H:47]([CH2:46][O:45][CH3:44])[CH2:48][O:1][C@H:2]1[C@H:7]([C:8]2[CH:9]=[CH:10][C:11]([CH2:14][CH2:15][CH3:16])=[CH:12][CH:13]=2)[C@@H:6]([O:17][CH2:18][C:19]2[CH:20]=[CH:21][C:22]3[O:27][CH2:26][CH2:25][N:24]([CH2:28][CH2:29][CH2:30][O:31][CH3:32])[C:23]=3[CH:33]=2)[CH2:5][N:4]([C:34]([O:36][CH2:37][C:38]2[CH:39]=[CH:40][CH:41]=[CH:42][CH:43]=2)=[O:35])[CH2:3]1, predict the reactants needed to synthesize it. The reactants are: [OH:1][C@H:2]1[C@H:7]([C:8]2[CH:13]=[CH:12][C:11]([CH2:14][CH2:15][CH3:16])=[CH:10][CH:9]=2)[C@@H:6]([O:17][CH2:18][C:19]2[CH:20]=[CH:21][C:22]3[O:27][CH2:26][CH2:25][N:24]([CH2:28][CH2:29][CH2:30][O:31][CH3:32])[C:23]=3[CH:33]=2)[CH2:5][N:4]([C:34]([O:36][CH2:37][C:38]2[CH:43]=[CH:42][CH:41]=[CH:40][CH:39]=2)=[O:35])[CH2:3]1.[CH3:44][O:45][CH2:46][C@H:47]1[O:49][CH2:48]1. (3) Given the product [OH:31][CH:30]([C:6]1[N:2]([CH3:1])[CH:3]=[N:4][CH:5]=1)[C:29]1[CH:32]=[CH:33][C:26]([C:24]#[N:25])=[CH:27][CH:28]=1, predict the reactants needed to synthesize it. The reactants are: [CH3:1][N:2]1[CH:6]=[CH:5][N:4]=[C:3]1[Si](CC)(CC)CC.C([Li])(C)(C)C.CCCCC.[C:24]([C:26]1[CH:33]=[CH:32][C:29]([CH:30]=[O:31])=[CH:28][CH:27]=1)#[N:25].Cl.[OH-].[Na+].